From a dataset of Peptide-MHC class I binding affinity with 185,985 pairs from IEDB/IMGT. Regression. Given a peptide amino acid sequence and an MHC pseudo amino acid sequence, predict their binding affinity value. This is MHC class I binding data. (1) The peptide sequence is KVEKYLPEV. The MHC is HLA-A02:02 with pseudo-sequence HLA-A02:02. The binding affinity (normalized) is 0.357. (2) The peptide sequence is KVIVYCHYY. The MHC is HLA-B39:01 with pseudo-sequence HLA-B39:01. The binding affinity (normalized) is 0.0847. (3) The peptide sequence is IRLRPNGK. The MHC is HLA-B27:05 with pseudo-sequence HLA-B27:05. The binding affinity (normalized) is 0.546. (4) The peptide sequence is IMATIQRKY. The MHC is HLA-A01:01 with pseudo-sequence HLA-A01:01. The binding affinity (normalized) is 0.452.